This data is from Forward reaction prediction with 1.9M reactions from USPTO patents (1976-2016). The task is: Predict the product of the given reaction. (1) Given the reactants [F:1][C:2]1[CH:7]=[CH:6][C:5]([CH:8]([OH:29])[CH:9]([CH2:15][C:16]2[CH:21]=[CH:20][CH:19]=[C:18]([CH2:22][C:23]([F:28])([F:27])[CH:24]([F:26])[F:25])[CH:17]=2)[C:10]([O:12]CC)=[O:11])=[CH:4][CH:3]=1.[OH-].[Na+].CO.O, predict the reaction product. The product is: [F:1][C:2]1[CH:7]=[CH:6][C:5]([CH:8]([OH:29])[CH:9]([CH2:15][C:16]2[CH:21]=[CH:20][CH:19]=[C:18]([CH2:22][C:23]([F:28])([F:27])[CH:24]([F:26])[F:25])[CH:17]=2)[C:10]([OH:12])=[O:11])=[CH:4][CH:3]=1. (2) Given the reactants Cl[CH2:2][C:3]1[N:4]=[C:5]([NH2:8])[S:6][CH:7]=1.O.[N-:10]=[N+:11]=[N-:12].[Na+], predict the reaction product. The product is: [N:10]([CH2:2][C:3]1[N:4]=[C:5]([NH2:8])[S:6][CH:7]=1)=[N+:11]=[N-:12]. (3) Given the reactants [Cl:1][C:2]1[C:10]([C:11]([F:14])([F:13])[F:12])=[CH:9][CH:8]=[CH:7][C:3]=1[C:4](O)=[O:5].CN(C)C=O.C(Cl)(=O)C([Cl:23])=O, predict the reaction product. The product is: [Cl:1][C:2]1[C:10]([C:11]([F:14])([F:13])[F:12])=[CH:9][CH:8]=[CH:7][C:3]=1[C:4]([Cl:23])=[O:5]. (4) Given the reactants [C:1]([C:5]1[CH:12]=[CH:11][C:8]([CH:9]=O)=[CH:7][CH:6]=1)([CH3:4])([CH3:3])[CH3:2].[NH2:13][NH:14][C:15]([NH2:17])=[S:16], predict the reaction product. The product is: [C:1]([C:5]1[CH:12]=[CH:11][C:8]([CH:9]=[N:13][NH:14][C:15]([NH2:17])=[S:16])=[CH:7][CH:6]=1)([CH3:4])([CH3:3])[CH3:2]. (5) Given the reactants C(OC(=O)[NH:7][C@H:8]([CH2:34][C:35]1[CH:40]=[C:39]([F:41])[C:38]([F:42])=[CH:37][C:36]=1[F:43])[CH2:9][C:10]([N:12]1[CH2:17][CH2:16][N:15]2[C:18]([C:30]([F:33])([F:32])[F:31])=[N:19][C:20]([C:21]([N:23]3[CH2:27][CH2:26][CH2:25][C@H:24]3[CH2:28][OH:29])=[O:22])=[C:14]2[CH2:13]1)=[O:11])(C)(C)C.[Cl:45]CCl.Cl, predict the reaction product. The product is: [ClH:45].[NH2:7][C@H:8]([CH2:34][C:35]1[CH:40]=[C:39]([F:41])[C:38]([F:42])=[CH:37][C:36]=1[F:43])[CH2:9][C:10]([N:12]1[CH2:17][CH2:16][N:15]2[C:18]([C:30]([F:33])([F:32])[F:31])=[N:19][C:20]([C:21]([N:23]3[CH2:27][CH2:26][CH2:25][C@H:24]3[CH2:28][OH:29])=[O:22])=[C:14]2[CH2:13]1)=[O:11].